Dataset: Forward reaction prediction with 1.9M reactions from USPTO patents (1976-2016). Task: Predict the product of the given reaction. (1) The product is: [ClH:17].[Br:1][C:2]1[CH:7]=[CH:6][N:5]=[C:4]([C@@H:8]([NH2:11])[CH2:9][CH3:10])[CH:3]=1. Given the reactants [Br:1][C:2]1[CH:7]=[CH:6][N:5]=[C:4]([C@@H:8]([NH2:11])[CH2:9][CH3:10])[CH:3]=1.C(=O)(O)[O-].[Na+].[ClH:17], predict the reaction product. (2) Given the reactants [Si]([O:8][C@H:9]([C:42]1[CH:47]=[CH:46][C:45]([F:48])=[CH:44][CH:43]=1)[CH2:10][S:11][C@H:12]1[C:15](=[O:16])[N:14]([C:17]2[CH:22]=[CH:21][C:20]([C:23]#[C:24][CH2:25][NH:26][S:27]([CH3:30])(=[O:29])=[O:28])=[CH:19][CH:18]=2)[C@@H:13]1[C:31]1[CH:41]=[CH:40][C:34]([O:35][CH2:36]C(O)=O)=[CH:33][CH:32]=1)(C(C)(C)C)(C)C.CN1CC[O:53][CH2:52]C1.CN(C(ON1N=NC2C=CC=CC1=2)=[N+](C)C)C.[B-](F)(F)(F)F.[NH2:78][CH2:79][C:80]([NH:82][C@@H:83]([C:88]([OH:90])=[O:89])[C:84]([CH3:87])([CH3:86])[CH3:85])=[O:81].[Si](O[Si](C(C)(C)C)(C)C)(C(C)(C)C)(C)C, predict the reaction product. The product is: [F:48][C:45]1[CH:46]=[CH:47][C:42]([C@@H:9]([OH:8])[CH2:10][S:11][C@H:12]2[C:15](=[O:16])[N:14]([C:17]3[CH:18]=[CH:19][C:20]([C:23]#[C:24][CH2:25][NH:26][S:27]([CH3:30])(=[O:28])=[O:29])=[CH:21][CH:22]=3)[C@@H:13]2[C:31]2[CH:41]=[CH:40][C:34]([O:35][CH2:36][C:52]([NH:78][CH2:79][C:80]([NH:82][C@@H:83]([C:88]([OH:90])=[O:89])[C:84]([CH3:85])([CH3:86])[CH3:87])=[O:81])=[O:53])=[CH:33][CH:32]=2)=[CH:43][CH:44]=1.